Dataset: Catalyst prediction with 721,799 reactions and 888 catalyst types from USPTO. Task: Predict which catalyst facilitates the given reaction. (1) Reactant: [CH2:1]([NH2:3])C.[CH:4]([N:7]([CH:10]([CH3:12])C)[CH2:8][CH3:9])([CH3:6])C.[F:13][C:14]1[CH:15]=[C:16]([CH2:21][C:22]([OH:24])=O)[CH:17]=[CH:18][C:19]=1[F:20].F[B-](F)(F)F.N1(OC(N(C)C)=[N+](C)C)[C:34]2[CH:35]=[CH:36][CH:37]=[CH:38][C:33]=2N=N1. Product: [F:13][C:14]1[CH:15]=[C:16]([CH2:21][C:22]([N:3]([CH3:1])[C@@H:12]([C:33]2[CH:38]=[CH:37][CH:36]=[CH:35][CH:34]=2)[CH2:10][N:7]2[CH2:4][CH2:6][CH2:9][CH2:8]2)=[O:24])[CH:17]=[CH:18][C:19]=1[F:20]. The catalyst class is: 10. (2) Reactant: [H-].[Na+].[Br:3][C:4]1[CH:9]=[CH:8][C:7]([CH2:10][C:11]#N)=[C:6]([Cl:13])[CH:5]=1.[CH3:14]I.C[N:17]([CH:19]=O)C. Product: [Br:3][C:4]1[CH:9]=[CH:8][C:7]([C:10]([CH3:14])([CH3:11])[C:19]#[N:17])=[C:6]([Cl:13])[CH:5]=1. The catalyst class is: 1.